Dataset: Forward reaction prediction with 1.9M reactions from USPTO patents (1976-2016). Task: Predict the product of the given reaction. (1) Given the reactants [O:1]=[CH:2][C@H:3]([C@@H:5]([C@H:7]([C@H:9]([CH2:11][OH:12])[OH:10])[OH:8])[OH:6])[OH:4], predict the reaction product. The product is: [OH2:1].[O:1]=[CH:2][C@H:3]([C@@H:5]([C@H:7]([C@H:9]([CH2:11][OH:12])[OH:10])[OH:8])[OH:6])[OH:4]. (2) Given the reactants [Cl:1][C:2]1[CH:3]=[C:4]([C:9]([C:23]([F:26])([F:25])[F:24])=[CH:10][C:11]([C:13]2[CH:21]=[CH:20][C:16]([C:17]([NH2:19])=[O:18])=[C:15]([CH3:22])[CH:14]=2)=[O:12])[CH:5]=[C:6]([Cl:8])[CH:7]=1.CO[CH:29](OC)[N:30](C)C.[O:35]1[CH2:39]CCC1, predict the reaction product. The product is: [Cl:1][C:2]1[CH:3]=[C:4]([C:9]([C:23]([F:26])([F:24])[F:25])=[CH:10][C:11]([C:13]2[CH:21]=[CH:20][C:16]([C:17]([NH:19][CH:29]=[N:30][O:35][CH3:39])=[O:18])=[C:15]([CH3:22])[CH:14]=2)=[O:12])[CH:5]=[C:6]([Cl:8])[CH:7]=1. (3) Given the reactants [CH3:1][Mg]Br.[Cl:4][C:5]1[CH:10]=[CH:9][CH:8]=[CH:7][C:6]=1[C:11]1[CH:20]=[C:19]([C:21](=[O:36])[CH2:22][N:23]2[CH2:28][CH2:27][N:26]([C:29]([O:31][C:32]([CH3:35])([CH3:34])[CH3:33])=[O:30])[CH2:25][CH2:24]2)[CH:18]=[C:17]2[C:12]=1[CH2:13][N:14]([CH2:46][C:47]1[CH:52]=[CH:51][C:50]([O:53][CH3:54])=[CH:49][CH:48]=1)[C:15](=[O:45])[N:16]2[C:37]1[C:42]([Cl:43])=[CH:41][CH:40]=[CH:39][C:38]=1[Cl:44], predict the reaction product. The product is: [Cl:4][C:5]1[CH:10]=[CH:9][CH:8]=[CH:7][C:6]=1[C:11]1[CH:20]=[C:19]([C:21]([OH:36])([CH3:1])[CH2:22][N:23]2[CH2:28][CH2:27][N:26]([C:29]([O:31][C:32]([CH3:35])([CH3:34])[CH3:33])=[O:30])[CH2:25][CH2:24]2)[CH:18]=[C:17]2[C:12]=1[CH2:13][N:14]([CH2:46][C:47]1[CH:48]=[CH:49][C:50]([O:53][CH3:54])=[CH:51][CH:52]=1)[C:15](=[O:45])[N:16]2[C:37]1[C:42]([Cl:43])=[CH:41][CH:40]=[CH:39][C:38]=1[Cl:44]. (4) Given the reactants [C:1]([C:5]1[C:6]([S:14][C:15]2[NH:16][C:17]3[CH:22]=[CH:21][N:20]=[C:19]([NH2:23])[C:18]=3[N:24]=2)=[CH:7][C:8]2[O:12][CH2:11][O:10][C:9]=2[CH:13]=1)([CH3:4])([CH3:3])[CH3:2].Br[CH2:26][CH2:27][NH:28][C:29](=[O:35])[O:30][C:31]([CH3:34])([CH3:33])[CH3:32].C([O-])([O-])=O.[Cs+].[Cs+].NC1C2N=C(SC3C(SC)=CC4OCOC=4C=3)N(CCNC(=O)OC(C)(C)C)C=2C=CN=1, predict the reaction product. The product is: [NH2:23][C:19]1[C:18]2[N:24]=[C:15]([S:14][C:6]3[C:5]([C:1]([CH3:4])([CH3:2])[CH3:3])=[CH:13][C:9]4[O:10][CH2:11][O:12][C:8]=4[CH:7]=3)[N:16]([CH2:26][CH2:27][NH:28][C:29](=[O:35])[O:30][C:31]([CH3:34])([CH3:33])[CH3:32])[C:17]=2[CH:22]=[CH:21][N:20]=1. (5) Given the reactants [Cl:1][C:2]1[CH:7]=[CH:6][C:5]([C:8](=[O:10])[CH3:9])=[C:4]([NH:11][C:12]2[CH:17]=[CH:16][CH:15]=[CH:14][CH:13]=2)[CH:3]=1.C[O-].[Na+].[CH:21]([C:23]1[CH:32]=[CH:31][C:26]([C:27]([O:29][CH3:30])=[O:28])=[CH:25][CH:24]=1)=O, predict the reaction product. The product is: [CH3:30][O:29][C:27](=[O:28])[C:26]1[CH:31]=[CH:32][C:23](/[CH:21]=[CH:9]/[C:8]([C:5]2[CH:6]=[CH:7][C:2]([Cl:1])=[CH:3][C:4]=2[NH:11][C:12]2[CH:13]=[CH:14][CH:15]=[CH:16][CH:17]=2)=[O:10])=[CH:24][CH:25]=1.